This data is from Forward reaction prediction with 1.9M reactions from USPTO patents (1976-2016). The task is: Predict the product of the given reaction. (1) Given the reactants Br[C:2]1[CH:7]=[CH:6][CH:5]=[CH:4][C:3]=1OC.[Cl-].[Al+3].[Cl-].[Cl-].CO[C:16]1[CH:17]=[C:18]([CH:22]=[CH:23][CH:24]=1)[C:19](Cl)=[O:20], predict the reaction product. The product is: [C:19]([C:2]1[CH:3]=[CH:4][CH:5]=[CH:6][CH:7]=1)(=[O:20])[C:18]1[CH:22]=[CH:23][CH:24]=[CH:16][CH:17]=1. (2) Given the reactants C([O:3][C:4](=[O:36])[C:5]([NH:32]C(=O)C)([CH2:11][C:12]1[CH:13]=[CH:14][C:15]2[N:16](C(OC(C)(C)C)=O)[C:17]3[C:22]([C:23]=2[CH:24]=1)=[CH:21][CH:20]=[CH:19][CH:18]=3)C(OCC)=O)C.Br, predict the reaction product. The product is: [NH2:32][CH:5]([CH2:11][C:12]1[CH:13]=[CH:14][C:15]2[NH:16][C:17]3[C:22]([C:23]=2[CH:24]=1)=[CH:21][CH:20]=[CH:19][CH:18]=3)[C:4]([OH:36])=[O:3]. (3) Given the reactants CN(C)CCNCCNC1C=CC([N+]([O-])=O)=CN=1.[N:19]1([CH2:25][CH2:26][N:27]([CH2:40][CH2:41][NH:42][C:43]2[CH:48]=[CH:47][C:46]([N+:49]([O-:51])=[O:50])=[CH:45][N:44]=2)S(C2C=CC=CC=2[N+]([O-])=O)(=O)=O)[CH2:24][CH2:23][O:22][CH2:21][CH2:20]1, predict the reaction product. The product is: [N:19]1([CH2:25][CH2:26][NH:27][CH2:40][CH2:41][NH:42][C:43]2[CH:48]=[CH:47][C:46]([N+:49]([O-:51])=[O:50])=[CH:45][N:44]=2)[CH2:24][CH2:23][O:22][CH2:21][CH2:20]1. (4) Given the reactants N#N.Cl[C:4]1[C:5]([O:10][C:11]2[CH:16]=[CH:15][C:14]([NH:17][C:18]3[CH:23]=[CH:22][CH:21]=[CH:20][N:19]=3)=[CH:13][CH:12]=2)=[N:6][CH:7]=[CH:8][N:9]=1.C([O-])(=O)C.[K+].CC1(C)C(C)(C)OB([C:37]2[CH2:42][CH2:41][N:40]([C:43]([O:45][C:46]([CH3:49])([CH3:48])[CH3:47])=[O:44])[CH2:39][CH:38]=2)O1, predict the reaction product. The product is: [N:19]1[CH:20]=[CH:21][CH:22]=[CH:23][C:18]=1[NH:17][C:14]1[CH:15]=[CH:16][C:11]([O:10][C:5]2[C:4]([C:37]3[CH2:42][CH2:41][N:40]([C:43]([O:45][C:46]([CH3:49])([CH3:48])[CH3:47])=[O:44])[CH2:39][CH:38]=3)=[N:9][CH:8]=[CH:7][N:6]=2)=[CH:12][CH:13]=1. (5) The product is: [ClH:39].[CH2:1]([C:3]1[O:7][C:6]([CH2:8][N:9]2[C:14]3[CH:15]=[C:16]([C:18]4[CH:23]=[CH:22][CH:21]=[CH:20][CH:19]=4)[S:17][C:13]=3[C:12](=[O:24])[N:11]([CH:25]3[CH2:30][CH2:29][NH:28][CH2:27][CH2:26]3)[C:10]2=[O:38])=[N:5][N:4]=1)[CH3:2]. Given the reactants [CH2:1]([C:3]1[O:7][C:6]([CH2:8][N:9]2[C:14]3[CH:15]=[C:16]([C:18]4[CH:23]=[CH:22][CH:21]=[CH:20][CH:19]=4)[S:17][C:13]=3[C:12](=[O:24])[N:11]([CH:25]3[CH2:30][CH2:29][N:28](C(OC(C)(C)C)=O)[CH2:27][CH2:26]3)[C:10]2=[O:38])=[N:5][N:4]=1)[CH3:2].[ClH:39], predict the reaction product. (6) Given the reactants C(O[C:6](=[O:36])[NH:7][CH2:8][C:9](=[O:35])[NH:10][CH2:11][CH:12]1[CH2:17][CH2:16][CH:15]([CH2:18][N:19]2[CH2:25][CH2:24][C:23]3[CH:26]=[CH:27][C:28]([C:30](=[O:34])[CH:31]([CH3:33])[CH3:32])=[CH:29][C:22]=3[CH2:21][CH2:20]2)[CH2:14][CH2:13]1)(C)(C)C.C(O)(C(F)(F)F)=O.[CH3:44][C:45]1[CH:54]=[CH:53][C:52]2[C:51](C(O)=O)=[CH:50][CH:49]=[CH:48][C:47]=2[N:46]=1, predict the reaction product. The product is: [CH3:33][CH:31]([CH3:32])[C:30]([C:28]1[CH:27]=[CH:26][C:23]2[CH2:24][CH2:25][N:19]([CH2:18][CH:15]3[CH2:14][CH2:13][CH:12]([CH2:11][NH:10][C:9]([CH2:8][NH:7][C:6]([C:51]4[C:52]5[CH:53]=[CH:54][C:45]([CH3:44])=[N:46][C:47]=5[CH:48]=[CH:49][CH:50]=4)=[O:36])=[O:35])[CH2:17][CH2:16]3)[CH2:20][CH2:21][C:22]=2[CH:29]=1)=[O:34]. (7) Given the reactants [CH3:1][C:2]1[CH:7]=[CH:6][CH:5]=[C:4]([N+:8]([O-:10])=[O:9])[C:3]=1[NH:11][CH:12]=[O:13].C(=O)([O-])[O-].[K+].[K+].[I-].[K+].Br[CH2:23][C:24]([O:26][CH2:27][CH3:28])=[O:25], predict the reaction product. The product is: [CH:12]([N:11]([C:3]1[C:4]([N+:8]([O-:10])=[O:9])=[CH:5][CH:6]=[CH:7][C:2]=1[CH3:1])[CH2:23][C:24]([O:26][CH2:27][CH3:28])=[O:25])=[O:13].